This data is from Forward reaction prediction with 1.9M reactions from USPTO patents (1976-2016). The task is: Predict the product of the given reaction. (1) Given the reactants CS[C:3]1[O:4][C:5]2[CH:11]=[CH:10][CH:9]=[C:8]([N+:12]([O-:14])=[O:13])[C:6]=2[N:7]=1.[C:15]([O:19][C:20]([N:22]1[CH2:27][CH2:26][CH:25]([NH2:28])[CH2:24][CH2:23]1)=[O:21])([CH3:18])([CH3:17])[CH3:16].C(N(C(C)C)C(C)C)C, predict the reaction product. The product is: [C:15]([O:19][C:20]([N:22]1[CH2:27][CH2:26][CH:25]([NH:28][C:3]2[O:4][C:5]3[CH:11]=[CH:10][CH:9]=[C:8]([N+:12]([O-:14])=[O:13])[C:6]=3[N:7]=2)[CH2:24][CH2:23]1)=[O:21])([CH3:18])([CH3:16])[CH3:17]. (2) Given the reactants C([O:4][C@@H:5]1[C@H:9]([O:10]C(=O)C)[C@@H:8]([CH2:14][O:15]C(=O)C)[O:7][C@H:6]1[N:19]1[CH:27]=[N:26][C:25]2[C:20]1=[N:21][C:22]([C:43]([O:45][CH3:46])=[O:44])=[N:23][C:24]=2[NH:28][CH2:29][CH:30]([C:37]1[CH:42]=[CH:41][CH:40]=[CH:39][CH:38]=1)[C:31]1[CH:36]=[CH:35][CH:34]=[CH:33][CH:32]=1)(=O)C.C(=O)([O-])[O-].[Na+].[Na+], predict the reaction product. The product is: [OH:4][C@@H:5]1[C@H:9]([OH:10])[C@@H:8]([CH2:14][OH:15])[O:7][C@H:6]1[N:19]1[CH:27]=[N:26][C:25]2[C:20]1=[N:21][C:22]([C:43]([O:45][CH3:46])=[O:44])=[N:23][C:24]=2[NH:28][CH2:29][CH:30]([C:31]1[CH:36]=[CH:35][CH:34]=[CH:33][CH:32]=1)[C:37]1[CH:42]=[CH:41][CH:40]=[CH:39][CH:38]=1.